Dataset: Full USPTO retrosynthesis dataset with 1.9M reactions from patents (1976-2016). Task: Predict the reactants needed to synthesize the given product. (1) Given the product [CH:27]1([C:25]([NH:24][C@@H:23]2[C@H:19]3[O:18][CH2:17][C@H:16]([NH:15][C:12]([CH:9]4[CH2:8][CH2:7][CH:6]([CH2:1][CH2:2][CH2:3][CH2:4][CH3:5])[CH2:11][CH2:10]4)=[O:14])[C@H:20]3[O:21][CH2:22]2)=[O:26])[CH2:28][CH2:29]1, predict the reactants needed to synthesize it. The reactants are: [CH2:1]([CH:6]1[CH2:11][CH2:10][CH:9]([C:12]([OH:14])=O)[CH2:8][CH2:7]1)[CH2:2][CH2:3][CH2:4][CH3:5].[NH2:15][C@@H:16]1[C@H:20]2[O:21][CH2:22][C@H:23]([NH:24][C:25]([CH:27]3[CH2:29][CH2:28]3)=[O:26])[C@H:19]2[O:18][CH2:17]1. (2) The reactants are: Cl[C:2]1[C:7]([NH:8][C:9](=[O:15])[O:10][C:11]([CH3:14])([CH3:13])[CH3:12])=[CH:6][C:5]([F:16])=[C:4]([Cl:17])[N:3]=1.[C:18]([Si:22]([CH3:36])([CH3:35])[O:23][C@@H:24]1[CH2:28][O:27][C@@H:26]2[CH:29]([CH2:32][C:33]#[CH:34])[CH2:30][O:31][C@H:25]12)([CH3:21])([CH3:20])[CH3:19].C1(N(C)C2CCCCC2)CCCCC1. Given the product [Si:22]([O:23][C@H:24]1[C@H:25]2[O:31][CH2:30][CH:29]([CH2:32][C:33]#[C:34][C:2]3[C:7]([NH:8][C:9](=[O:15])[O:10][C:11]([CH3:14])([CH3:13])[CH3:12])=[CH:6][C:5]([F:16])=[C:4]([Cl:17])[N:3]=3)[C@H:26]2[O:27][CH2:28]1)([C:18]([CH3:21])([CH3:20])[CH3:19])([CH3:36])[CH3:35], predict the reactants needed to synthesize it.